This data is from Full USPTO retrosynthesis dataset with 1.9M reactions from patents (1976-2016). The task is: Predict the reactants needed to synthesize the given product. Given the product [Cl:1][C:2]1[N:7]=[C:6]([C:8]2([NH2:9])[CH2:11][CH2:10]2)[CH:5]=[CH:4][CH:3]=1, predict the reactants needed to synthesize it. The reactants are: [Cl:1][C:2]1[N:7]=[C:6]([C:8]#[N:9])[CH:5]=[CH:4][CH:3]=1.[CH2:10]([Mg]Br)[CH3:11].